The task is: Predict hERG channel inhibition at various concentrations.. This data is from hERG Central: cardiac toxicity at 1µM, 10µM, and general inhibition. (1) The molecule is Cc1nnc2ccc(N3CCN(c4ccccn4)CC3)nn12. Results: hERG_inhib (hERG inhibition (general)): blocker. (2) The molecule is O=C(CN1CCN(Cc2ccccc2)CC1)Nc1ccc(Br)cc1. Results: hERG_inhib (hERG inhibition (general)): blocker. (3) The drug is OCC1(CCOc2ccccc2)CCN(Cc2ccc(OC(F)F)cc2)CC1. Results: hERG_inhib (hERG inhibition (general)): blocker. (4) The compound is COC(=O)c1ccc(CSc2ccc3nnc(-c4cccc(F)c4)n3n2)o1. Results: hERG_inhib (hERG inhibition (general)): blocker. (5) The drug is Cl.OC(c1cccc(Cl)c1)(c1cccc(Cl)c1)C1CN2CCC1CC2. Results: hERG_inhib (hERG inhibition (general)): blocker. (6) The drug is Cc1c(CN2CCC(n3nccc3NC(=O)C3CC3)CC2)[nH]c2ccccc12. Results: hERG_inhib (hERG inhibition (general)): blocker. (7) The compound is Cc1cc(CN2CCC(n3nccc3NC(=O)c3ccccc3Cl)CC2)cc(C)c1O. Results: hERG_inhib (hERG inhibition (general)): blocker. (8) The molecule is Cc1ccc(C(=O)N/C(=C\c2ccc(Cl)cc2)C(=O)NCCCN2CCOCC2)cc1. Results: hERG_inhib (hERG inhibition (general)): blocker. (9) The compound is N=c1c2c(-c3ccccc3)c(-c3ccccc3)n(Cc3ccccc3)c2ncn1CCCn1ccnc1. Results: hERG_inhib (hERG inhibition (general)): blocker.